The task is: Predict which catalyst facilitates the given reaction.. This data is from Catalyst prediction with 721,799 reactions and 888 catalyst types from USPTO. (1) Product: [CH:1]1([C:7]2[C:15]3[C:14](=[O:16])[NH:13][C:12]([C:17]4[CH:22]=[CH:21][C:20]([O:23][C@H:47]5[CH2:51][CH2:50][O:49][CH2:48]5)=[CH:19][C:18]=4[O:24][CH3:25])=[N:11][C:10]=3[N:9]([CH3:26])[N:8]=2)[CH2:2][CH2:3][CH2:4][CH2:5][CH2:6]1. The catalyst class is: 362. Reactant: [CH:1]1([C:7]2[C:15]3[C:14](=[O:16])[NH:13][C:12]([C:17]4[CH:22]=[CH:21][C:20]([OH:23])=[CH:19][C:18]=4[O:24][CH3:25])=[N:11][C:10]=3[N:9]([CH3:26])[N:8]=2)[CH2:6][CH2:5][CH2:4][CH2:3][CH2:2]1.C1(P(C2C=CC=CC=2)C2C=CC=CC=2)C=CC=CC=1.O[C@@H:47]1[CH2:51][CH2:50][O:49][CH2:48]1.N(C(OCC)=O)=NC(OCC)=O. (2) Reactant: [H-].[Na+].[C:3]1([C@H:9]2[NH:19][C:18](=[O:20])[C:13]3([CH2:17][CH2:16][CH2:15][CH2:14]3)[NH:12][CH2:11][CH2:10]2)[CH:8]=[CH:7][CH:6]=[CH:5][CH:4]=1.Br[CH2:22][C:23]([O:25][CH2:26][C:27]1[CH:32]=[CH:31][CH:30]=[CH:29][CH:28]=1)=[O:24]. Product: [O:20]=[C:18]1[C:13]2([CH2:17][CH2:16][CH2:15][CH2:14]2)[NH:12][CH2:11][CH2:10][C@@H:9]([C:3]2[CH:4]=[CH:5][CH:6]=[CH:7][CH:8]=2)[N:19]1[CH2:22][C:23]([O:25][CH2:26][C:27]1[CH:32]=[CH:31][CH:30]=[CH:29][CH:28]=1)=[O:24]. The catalyst class is: 1.